From a dataset of Catalyst prediction with 721,799 reactions and 888 catalyst types from USPTO. Predict which catalyst facilitates the given reaction. Reactant: [CH3:1][O:2][C:3]1[CH:8]=[C:7]([N:9]2[CH2:14][CH2:13][CH:12]([N:15](C)[C:16](=O)OCC3C=CC=CC=3)[CH2:11][CH2:10]2)[CH:6]=[CH:5][N:4]=1. Product: [CH3:1][O:2][C:3]1[CH:8]=[C:7]([N:9]2[CH2:10][CH2:11][CH:12]([NH:15][CH3:16])[CH2:13][CH2:14]2)[CH:6]=[CH:5][N:4]=1. The catalyst class is: 5.